From a dataset of Full USPTO retrosynthesis dataset with 1.9M reactions from patents (1976-2016). Predict the reactants needed to synthesize the given product. Given the product [C:1]1([N:7]2[C:11]3[CH:12]=[N:13][CH:14]=[CH:15][C:10]=3[C:9]3[CH:16]=[N:17][C:18]([NH:20][C:21]4[CH:22]=[CH:23][C:24]([N:27]5[CH2:32][CH2:31][NH:30][CH2:29][CH2:28]5)=[CH:25][N:26]=4)=[CH:19][C:8]2=3)[CH:6]=[CH:5][CH:4]=[CH:3][CH:2]=1, predict the reactants needed to synthesize it. The reactants are: [C:1]1([N:7]2[C:11]3[CH:12]=[N:13][CH:14]=[CH:15][C:10]=3[C:9]3[CH:16]=[N:17][C:18]([NH:20][C:21]4[N:26]=[CH:25][C:24]([N:27]5[CH2:32][CH2:31][N:30](C(OC(C)(C)C)=O)[CH2:29][CH2:28]5)=[CH:23][CH:22]=4)=[CH:19][C:8]2=3)[CH:6]=[CH:5][CH:4]=[CH:3][CH:2]=1.FC(F)(F)C(O)=O.